From a dataset of Catalyst prediction with 721,799 reactions and 888 catalyst types from USPTO. Predict which catalyst facilitates the given reaction. (1) Reactant: Cl[C:2]1[C:7]([CH:8]=O)=[C:6]([Cl:10])[N:5]=[C:4]([S:11][CH3:12])[N:3]=1.CCN(CC)CC.[F:20][C:21]([F:30])([F:29])[C:22]1[CH:28]=[CH:27][C:25]([NH2:26])=[CH:24][CH:23]=1.F[C:32](F)(F)[CH2:33][O:34]P(CC(OC)=O)(=O)OCC(F)(F)F. Product: [Cl:10][C:6]1[C:7]2[CH:8]=[CH:32][C:33](=[O:34])[N:26]([C:25]3[CH:27]=[CH:28][C:22]([C:21]([F:29])([F:30])[F:20])=[CH:23][CH:24]=3)[C:2]=2[N:3]=[C:4]([S:11][CH3:12])[N:5]=1. The catalyst class is: 266. (2) Reactant: [C:1]([OH:8])(=[O:7])[CH2:2][CH2:3][CH2:4][CH2:5][CH3:6].O[N:10]1[C:14](=[O:15])[CH2:13][CH2:12][C:11]1=[O:16]. Product: [C:1]([O:8][N:10]1[C:14](=[O:15])[CH2:13][CH2:12][C:11]1=[O:16])(=[O:7])[CH2:2][CH2:3][CH2:4][CH2:5][CH3:6]. The catalyst class is: 1. (3) Reactant: [Cl:1][C:2]1[C:10]2[CH:9]=[C:8]([O:11][CH2:12][C:13]3[CH:18]=[CH:17][C:16]([O:19][CH:20]([CH3:22])[CH3:21])=[C:15]([C:23]([F:26])([F:25])[F:24])[CH:14]=3)[CH:7]=[CH:6][C:5]=2[N:4]2[CH2:27][CH2:28][C@H:29]([CH2:30][C:31]([OH:33])=[O:32])[C:3]=12.[OH-].[Na+:35]. Product: [OH2:11].[Na+:35].[Cl:1][C:2]1[C:10]2[CH:9]=[C:8]([O:11][CH2:12][C:13]3[CH:18]=[CH:17][C:16]([O:19][CH:20]([CH3:22])[CH3:21])=[C:15]([C:23]([F:24])([F:25])[F:26])[CH:14]=3)[CH:7]=[CH:6][C:5]=2[N:4]2[CH2:27][CH2:28][C@H:29]([CH2:30][C:31]([O-:33])=[O:32])[C:3]=12. The catalyst class is: 41. (4) Reactant: [CH2:1]([O:3][C:4](=[O:20])[C:5]1[CH:10]=[CH:9][C:8]([NH:11][C:12]([O:14][C:15]([CH3:18])([CH3:17])[CH3:16])=[O:13])=[C:7]([NH2:19])[CH:6]=1)[CH3:2].[H-].[Na+].Br[CH:24](Br)[CH3:25].C([O-])([O-])=O.[K+].[K+]. Product: [CH2:1]([O:3][C:4]([C:5]1[CH:6]=[C:7]2[C:8](=[CH:9][CH:10]=1)[N:11]([C:12]([O:14][C:15]([CH3:16])([CH3:18])[CH3:17])=[O:13])[CH2:25][CH2:24][NH:19]2)=[O:20])[CH3:2]. The catalyst class is: 35. (5) Reactant: [OH:1][C:2]1[CH:6]=[C:5]([C:7]([O:9][CH3:10])=[O:8])[O:4][N:3]=1.CCN(C(C)C)C(C)C.[CH3:20][Si:21]([CH3:28])([CH3:27])[CH2:22][CH2:23][O:24][CH2:25]Cl. Product: [CH3:10][O:9][C:7]([C:5]1[O:4][N:3]=[C:2]([O:1][CH2:25][O:24][CH2:23][CH2:22][Si:21]([CH3:28])([CH3:27])[CH3:20])[CH:6]=1)=[O:8]. The catalyst class is: 34. (6) Reactant: [CH2:1]([NH:8][C:9]([C:11]1([NH:17]C(=O)OC(C)(C)C)[CH2:16][CH2:15][CH2:14][CH2:13][CH2:12]1)=[O:10])[C:2]1[CH:7]=[CH:6][CH:5]=[CH:4][CH:3]=1. Product: [NH2:17][C:11]1([C:9]([NH:8][CH2:1][C:2]2[CH:3]=[CH:4][CH:5]=[CH:6][CH:7]=2)=[O:10])[CH2:16][CH2:15][CH2:14][CH2:13][CH2:12]1. The catalyst class is: 157.